Dataset: NCI-60 drug combinations with 297,098 pairs across 59 cell lines. Task: Regression. Given two drug SMILES strings and cell line genomic features, predict the synergy score measuring deviation from expected non-interaction effect. (1) Drug 1: CNC(=O)C1=NC=CC(=C1)OC2=CC=C(C=C2)NC(=O)NC3=CC(=C(C=C3)Cl)C(F)(F)F. Drug 2: CN1C2=C(C=C(C=C2)N(CCCl)CCCl)N=C1CCCC(=O)O.Cl. Cell line: NCI/ADR-RES. Synergy scores: CSS=35.9, Synergy_ZIP=7.23, Synergy_Bliss=9.56, Synergy_Loewe=-6.13, Synergy_HSA=4.87. (2) Drug 1: CC1=CC2C(CCC3(C2CCC3(C(=O)C)OC(=O)C)C)C4(C1=CC(=O)CC4)C. Drug 2: C1CN1P(=S)(N2CC2)N3CC3. Cell line: HCC-2998. Synergy scores: CSS=11.7, Synergy_ZIP=-5.19, Synergy_Bliss=-6.35, Synergy_Loewe=-19.5, Synergy_HSA=-8.92. (3) Drug 1: C1=C(C(=O)NC(=O)N1)F. Drug 2: N.N.Cl[Pt+2]Cl. Cell line: UACC-257. Synergy scores: CSS=5.62, Synergy_ZIP=-3.89, Synergy_Bliss=-7.80, Synergy_Loewe=-10.8, Synergy_HSA=-10.3. (4) Drug 1: CC1=C(C=C(C=C1)NC(=O)C2=CC=C(C=C2)CN3CCN(CC3)C)NC4=NC=CC(=N4)C5=CN=CC=C5. Drug 2: C1=NC2=C(N=C(N=C2N1C3C(C(C(O3)CO)O)F)Cl)N. Cell line: RPMI-8226. Synergy scores: CSS=2.88, Synergy_ZIP=1.14, Synergy_Bliss=-3.04, Synergy_Loewe=-2.32, Synergy_HSA=-5.02. (5) Drug 1: CN1CCC(CC1)COC2=C(C=C3C(=C2)N=CN=C3NC4=C(C=C(C=C4)Br)F)OC. Drug 2: COC1=NC(=NC2=C1N=CN2C3C(C(C(O3)CO)O)O)N. Cell line: SNB-19. Synergy scores: CSS=2.13, Synergy_ZIP=0.782, Synergy_Bliss=3.09, Synergy_Loewe=-5.62, Synergy_HSA=-0.570. (6) Drug 1: C1=CC=C(C=C1)NC(=O)CCCCCCC(=O)NO. Drug 2: C1CN1C2=NC(=NC(=N2)N3CC3)N4CC4. Cell line: M14. Synergy scores: CSS=24.6, Synergy_ZIP=0.792, Synergy_Bliss=3.62, Synergy_Loewe=-8.31, Synergy_HSA=2.31. (7) Drug 1: C1=CC(=CC=C1CCC2=CNC3=C2C(=O)NC(=N3)N)C(=O)NC(CCC(=O)O)C(=O)O. Drug 2: CCCCC(=O)OCC(=O)C1(CC(C2=C(C1)C(=C3C(=C2O)C(=O)C4=C(C3=O)C=CC=C4OC)O)OC5CC(C(C(O5)C)O)NC(=O)C(F)(F)F)O. Cell line: NCI-H522. Synergy scores: CSS=43.5, Synergy_ZIP=4.23, Synergy_Bliss=5.83, Synergy_Loewe=1.12, Synergy_HSA=5.81. (8) Drug 1: CCC1(CC2CC(C3=C(CCN(C2)C1)C4=CC=CC=C4N3)(C5=C(C=C6C(=C5)C78CCN9C7C(C=CC9)(C(C(C8N6C=O)(C(=O)OC)O)OC(=O)C)CC)OC)C(=O)OC)O.OS(=O)(=O)O. Drug 2: CCCCC(=O)OCC(=O)C1(CC(C2=C(C1)C(=C3C(=C2O)C(=O)C4=C(C3=O)C=CC=C4OC)O)OC5CC(C(C(O5)C)O)NC(=O)C(F)(F)F)O. Cell line: OVCAR-5. Synergy scores: CSS=35.5, Synergy_ZIP=1.19, Synergy_Bliss=2.43, Synergy_Loewe=1.59, Synergy_HSA=2.03. (9) Drug 1: C1=CC=C(C=C1)NC(=O)CCCCCCC(=O)NO. Drug 2: CC12CCC3C(C1CCC2OP(=O)(O)O)CCC4=C3C=CC(=C4)OC(=O)N(CCCl)CCCl.[Na+]. Cell line: TK-10. Synergy scores: CSS=56.0, Synergy_ZIP=-1.11, Synergy_Bliss=2.38, Synergy_Loewe=-28.1, Synergy_HSA=2.99. (10) Drug 1: CC1=C(C=C(C=C1)NC2=NC=CC(=N2)N(C)C3=CC4=NN(C(=C4C=C3)C)C)S(=O)(=O)N.Cl. Drug 2: COC1=C(C=C2C(=C1)N=CN=C2NC3=CC(=C(C=C3)F)Cl)OCCCN4CCOCC4. Cell line: HS 578T. Synergy scores: CSS=31.2, Synergy_ZIP=10.2, Synergy_Bliss=17.9, Synergy_Loewe=10.0, Synergy_HSA=15.9.